This data is from Reaction yield outcomes from USPTO patents with 853,638 reactions. The task is: Predict the reaction yield, written as a fraction of the theoretical maximum amount of product (1.0 means a 100% yield; for example, 0.34 means a 34% yield). (1) The reactants are [Cl:1][C:2]1[N:6]([CH3:7])[N:5]=[C:4]([CH3:8])[C:3]=1[CH2:9][S:10][C:11]1[N:16]=[C:15]([OH:17])[CH:14]=[C:13]([CH3:18])[N:12]=1.[ClH:19].O1CCOCC1. The catalyst is CO. The product is [ClH:1].[ClH:19].[Cl:1][C:2]1[N:6]([CH3:7])[N:5]=[C:4]([CH3:8])[C:3]=1[CH2:9][S:10][C:11]1[N:16]=[C:15]([OH:17])[CH:14]=[C:13]([CH3:18])[N:12]=1. The yield is 0.760. (2) The reactants are Cl.CO[C:4]1[CH:5]=[C:6]2[C:11](=[CH:12][C:13]=1OCC1CCNCC1)[N:10]=[CH:9][N:8]([CH2:22][O:23][C:24](=[O:29])[C:25]([CH3:28])([CH3:27])[CH3:26])[C:7]2=[O:30].C(N(CC)CC)C.C(=O)([O-])[O-].[K+].[K+].C(S(C)(=O)=O)=C. The catalyst is CO.C(Cl)Cl. The product is [C:24]([O:23][CH2:22][N:8]1[C:7](=[O:30])[C:6]2[C:11](=[CH:12][CH:13]=[CH:4][CH:5]=2)[N:10]=[CH:9]1)(=[O:29])[C:25]([CH3:28])([CH3:27])[CH3:26]. The yield is 0.540. (3) The reactants are Br[C:2]1[N:3]=[CH:4][NH:5][CH:6]=1.[CH:7]([O:10][C:11]1[CH:16]=[CH:15][CH:14]=[CH:13][C:12]=1B(O)O)([CH3:9])[CH3:8].C(=O)([O-])[O-].[Na+].[Na+]. The catalyst is O1CCOCC1.C1C=CC([P]([Pd]([P](C2C=CC=CC=2)(C2C=CC=CC=2)C2C=CC=CC=2)([P](C2C=CC=CC=2)(C2C=CC=CC=2)C2C=CC=CC=2)[P](C2C=CC=CC=2)(C2C=CC=CC=2)C2C=CC=CC=2)(C2C=CC=CC=2)C2C=CC=CC=2)=CC=1. The product is [CH:7]([O:10][C:11]1[CH:16]=[CH:15][CH:14]=[CH:13][C:12]=1[C:2]1[N:3]=[CH:4][NH:5][CH:6]=1)([CH3:9])[CH3:8]. The yield is 0.730.